Task: Predict the reaction yield, written as a fraction of the theoretical maximum amount of product (1.0 means a 100% yield; for example, 0.34 means a 34% yield).. Dataset: Reaction yield outcomes from USPTO patents with 853,638 reactions (1) The reactants are C(OC([N:8]([C:29]1[N:30]=[C:31]2[CH:37]=[CH:36][N:35]([S:38]([C:41]3[CH:47]=[CH:46][C:44]([CH3:45])=[CH:43][CH:42]=3)(=[O:40])=[O:39])[C:32]2=[N:33][CH:34]=1)[CH2:9][C:10]([C@@H:12]1[C@H:16](CC)[CH2:15][N:14](C(OCC2C=CC=CC=2)=O)[CH2:13]1)=O)=O)(C)(C)C.[C:48](O)([C:50](F)(F)F)=O.COC1C=CC(P2(SP(C3C=CC(OC)=CC=3)(=S)S2)=S)=CC=1.B(O[O-])=O.O.[Na+].C([O-])(O)=O.[Na+].[BrH:88].C(O)(=O)C. The catalyst is C(Cl)Cl.CCOCC.O. The product is [BrH:88].[BrH:88].[CH2:48]([C@@H:16]1[CH2:15][NH:14][CH2:13][C@@H:12]1[C:10]1[N:30]2[C:31]3[CH:37]=[CH:36][N:35]([S:38]([C:41]4[CH:47]=[CH:46][C:44]([CH3:45])=[CH:43][CH:42]=4)(=[O:39])=[O:40])[C:32]=3[N:33]=[CH:34][C:29]2=[N:8][CH:9]=1)[CH3:50]. The yield is 0.930. (2) The reactants are [Br:1][C:2]1[N:7]=[CH:6][C:5]2[N:8]=[C:9]([C:17](=[N:20][OH:21])[C:18]#[N:19])[N:10]([C:11]3[CH:16]=[CH:15][CH:14]=[CH:13][CH:12]=3)[C:4]=2[CH:3]=1.C([N:24](CC)CC)C.NO.O. The catalyst is C1COCC1. The product is [Br:1][C:2]1[N:7]=[CH:6][C:5]2[N:8]=[C:9]([C:17]3[C:18]([NH2:24])=[N:19][O:21][N:20]=3)[N:10]([C:11]3[CH:16]=[CH:15][CH:14]=[CH:13][CH:12]=3)[C:4]=2[CH:3]=1. The yield is 0.600. (3) The reactants are [CH2:1]([O:8][N:9]1[C:15](=[O:16])[N:14]2[CH2:17][C@H:10]1[CH2:11][CH2:12][C@H:13]2[C:18]([OH:20])=O)[C:2]1[CH:7]=[CH:6][CH:5]=[CH:4][CH:3]=1.[NH2:21][O:22][CH2:23][CH2:24][NH:25][S:26]([NH:29][C:30](=[O:36])[O:31][C:32]([CH3:35])([CH3:34])[CH3:33])(=[O:28])=[O:27].ON1C2C=CC=CC=2N=N1.Cl.C(N=C=NCCCN(C)C)C. The catalyst is C(Cl)Cl. The product is [CH2:1]([O:8][N:9]1[C:15](=[O:16])[N:14]2[CH2:17][C@H:10]1[CH2:11][CH2:12][C@H:13]2[C:18]([NH:21][O:22][CH2:23][CH2:24][NH:25][S:26]([NH:29][C:30](=[O:36])[O:31][C:32]([CH3:34])([CH3:33])[CH3:35])(=[O:28])=[O:27])=[O:20])[C:2]1[CH:3]=[CH:4][CH:5]=[CH:6][CH:7]=1. The yield is 0.930.